This data is from Full USPTO retrosynthesis dataset with 1.9M reactions from patents (1976-2016). The task is: Predict the reactants needed to synthesize the given product. Given the product [N+:25]([C:22]1[CH:23]=[CH:24][C:19]([O:17][C:12]2[CH:11]=[CH:10][C:9]3[CH2:8][CH:7]([C:1]4[CH:6]=[CH:5][CH:4]=[CH:3][CH:2]=4)[CH2:16][CH2:15][C:14]=3[CH:13]=2)=[N:20][CH:21]=1)([O-:27])=[O:26], predict the reactants needed to synthesize it. The reactants are: [C:1]1([CH:7]2[CH2:16][CH2:15][C:14]3[CH:13]=[C:12]([OH:17])[CH:11]=[CH:10][C:9]=3[CH2:8]2)[CH:6]=[CH:5][CH:4]=[CH:3][CH:2]=1.Cl[C:19]1[CH:24]=[CH:23][C:22]([N+:25]([O-:27])=[O:26])=[CH:21][N:20]=1.[F-].[K+].Cl.